Dataset: Reaction yield outcomes from USPTO patents with 853,638 reactions. Task: Predict the reaction yield, written as a fraction of the theoretical maximum amount of product (1.0 means a 100% yield; for example, 0.34 means a 34% yield). (1) The reactants are [F:1][C:2]1[CH:3]=[CH:4][C:5]([NH:18][C:19]([C:21]2[CH:26]=[CH:25][C:24](F)=[CH:23][N:22]=2)=[O:20])=[C:6]([CH:17]=1)[C:7]([NH:9][C:10]1[CH:15]=[CH:14][C:13]([Cl:16])=[CH:12][N:11]=1)=[O:8].[CH3:28][S:29](C)=O.C[S-].[Na+]. The catalyst is O. The product is [F:1][C:2]1[CH:3]=[CH:4][C:5]([NH:18][C:19]([C:21]2[CH:26]=[CH:25][C:24]([S:29][CH3:28])=[CH:23][N:22]=2)=[O:20])=[C:6]([CH:17]=1)[C:7]([NH:9][C:10]1[CH:15]=[CH:14][C:13]([Cl:16])=[CH:12][N:11]=1)=[O:8]. The yield is 0.860. (2) The reactants are [CH:1]1([NH:4][C:5]2[N:10]=[C:9]([NH:11][C:12]3[CH:17]=[CH:16][C:15]([O:18][CH3:19])=[CH:14][CH:13]=3)[C:8]([NH2:20])=[CH:7][N:6]=2)[CH2:3][CH2:2]1.[CH:21](=O)[C:22]1[CH:27]=[CH:26][CH:25]=[CH:24][CH:23]=1.[BH4-].[Na+].[C:31](C1NC=CN=1)(C1NC=CN=1)=[O:32]. The catalyst is C1COCC1.CO.C(Cl)Cl.CC(C)=O. The product is [CH2:21]([N:20]1[C:8]2[C:9](=[N:10][C:5]([NH:4][CH:1]3[CH2:3][CH2:2]3)=[N:6][CH:7]=2)[N:11]([C:12]2[CH:17]=[CH:16][C:15]([O:18][CH3:19])=[CH:14][CH:13]=2)[C:31]1=[O:32])[C:22]1[CH:27]=[CH:26][CH:25]=[CH:24][CH:23]=1. The yield is 0.300. (3) The reactants are [C:1]1([SH:7])[CH:6]=[CH:5][CH:4]=[CH:3][CH:2]=1.[H-].[Na+].[Cl:10][C:11]1[CH:16]=[C:15]([N+]([O-])=O)[CH:14]=[CH:13][N:12]=1. No catalyst specified. The product is [Cl:10][C:11]1[CH:16]=[C:15]([S:7][C:1]2[CH:6]=[CH:5][CH:4]=[CH:3][CH:2]=2)[CH:14]=[CH:13][N:12]=1. The yield is 0.940. (4) The reactants are Cl[CH2:2][CH2:3][CH2:4][O:5][C:6]1[CH:11]=[CH:10][C:9]([C:12]2[S:13][C:14]3[CH2:20][CH2:19][CH2:18][CH:17]([NH:21][C:22](=[O:30])OCC[Si](C)(C)C)[C:15]=3[N:16]=2)=[CH:8][CH:7]=1.[CH3:31][CH:32]1[CH2:36][CH2:35][CH2:34][NH:33]1.C(OCC)(=O)C.[F-].C([N+:48]([CH2:57][CH2:58]CC)([CH2:53][CH2:54][CH2:55]C)CCCC)CCC. The catalyst is C(#N)C.O1CCCC1. The product is [CH3:31][CH:32]1[CH2:36][CH2:35][CH2:34][N:33]1[C:22]([NH:21][CH:17]1[C:15]2[N:16]=[C:12]([C:9]3[CH:8]=[CH:7][C:6]([O:5][CH2:4][CH2:3][CH2:2][N:48]4[CH2:53][CH2:54][CH2:55][CH:57]4[CH3:58])=[CH:11][CH:10]=3)[S:13][C:14]=2[CH2:20][CH2:19][CH2:18]1)=[O:30]. The yield is 0.0310. (5) The reactants are [C:1]([O:5][C:6]([N:8]1[CH2:13][CH2:12][NH:11][CH2:10][CH:9]1[C:14]1[CH:19]=[CH:18][C:17]([Cl:20])=[CH:16][CH:15]=1)=[O:7])([CH3:4])([CH3:3])[CH3:2].Cl[C:22]1[N:27]([CH3:28])[C:26](=[O:29])[CH:25]=[C:24]([C:30]2[CH:35]=[CH:34][N:33]=[CH:32][CH:31]=2)[N:23]=1.C(N(CC)CC)C. The catalyst is O1CCCC1. The product is [C:1]([O:5][C:6]([N:8]1[CH2:13][CH2:12][N:11]([C:22]2[N:27]([CH3:28])[C:26](=[O:29])[CH:25]=[C:24]([C:30]3[CH:31]=[CH:32][N:33]=[CH:34][CH:35]=3)[N:23]=2)[CH2:10][CH:9]1[C:14]1[CH:15]=[CH:16][C:17]([Cl:20])=[CH:18][CH:19]=1)=[O:7])([CH3:4])([CH3:2])[CH3:3]. The yield is 0.930. (6) The reactants are [F:1][C:2]1([F:21])[CH2:7][O:6][C:5]([NH2:8])=[N:4][C@@:3]21[C:17]1[C:12](=[CH:13][CH:14]=[C:15]([NH2:18])[CH:16]=1)[O:11][C:10]([CH3:20])([CH3:19])[CH2:9]2.[C:22]([C:24]1[CH:25]=[CH:26][C:27]([C:30](O)=[O:31])=[N:28][CH:29]=1)#[N:23]. No catalyst specified. The product is [NH2:8][C:5]1[O:6][CH2:7][C:2]([F:1])([F:21])[C@@:3]2([C:17]3[C:12](=[CH:13][CH:14]=[C:15]([NH:18][C:30](=[O:31])[C:27]4[CH:26]=[CH:25][C:24]([C:22]#[N:23])=[CH:29][N:28]=4)[CH:16]=3)[O:11][C:10]([CH3:19])([CH3:20])[CH2:9]2)[N:4]=1. The yield is 0.780. (7) The reactants are [OH:1][CH2:2][CH2:3][CH2:4][CH2:5][CH2:6][C:7]([O:9][CH2:10][CH3:11])=[O:8].C(N(CC)CC)C.[CH3:19][S:20](Cl)(=[O:22])=[O:21]. The catalyst is ClCCl. The product is [CH3:19][S:20]([O:1][CH2:2][CH2:3][CH2:4][CH2:5][CH2:6][C:7]([O:9][CH2:10][CH3:11])=[O:8])(=[O:22])=[O:21]. The yield is 0.850.